From a dataset of Full USPTO retrosynthesis dataset with 1.9M reactions from patents (1976-2016). Predict the reactants needed to synthesize the given product. The reactants are: [C:1]1([CH2:7][CH2:8][C:9](/[N:11]=[C:12](/[NH:25][C:26](=[O:35])[CH2:27][CH2:28][C:29]2[CH:34]=[CH:33][CH:32]=[CH:31][CH:30]=2)\[NH:13][CH2:14][CH2:15][CH2:16][C@H:17]2[C:20](=[O:21])[NH:19][C@@H:18]2[C:22]([OH:24])=[O:23])=[O:10])[CH:6]=[CH:5][CH:4]=[CH:3][CH:2]=1.[CH2:36](O)[C:37]1[CH:42]=[CH:41][CH:40]=[CH:39][CH:38]=1.CCN=C=NCCCN(C)C.Cl.C1C=CC2N(O)N=NC=2C=1.CCN(C(C)C)C(C)C. Given the product [C:1]1([CH2:7][CH2:8][C:9](/[N:11]=[C:12](/[NH:25][C:26](=[O:35])[CH2:27][CH2:28][C:29]2[CH:30]=[CH:31][CH:32]=[CH:33][CH:34]=2)\[NH:13][CH2:14][CH2:15][CH2:16][C@H:17]2[C:20](=[O:21])[NH:19][C@@H:18]2[C:22]([O:24][CH2:36][C:37]2[CH:42]=[CH:41][CH:40]=[CH:39][CH:38]=2)=[O:23])=[O:10])[CH:6]=[CH:5][CH:4]=[CH:3][CH:2]=1, predict the reactants needed to synthesize it.